This data is from Forward reaction prediction with 1.9M reactions from USPTO patents (1976-2016). The task is: Predict the product of the given reaction. Given the reactants [Cl:1][C:2]1[CH:7]=[CH:6][CH:5]=[CH:4][C:3]=1[C:8]1[C:9]2[CH:21]=[CH:20][C:19](=[O:22])[N:18]([C:23]3[CH:28]=[CH:27][CH:26]=[CH:25][C:24]=3[Cl:29])[C:10]=2[N:11]=[C:12](S(C)(=O)=O)[N:13]=1.[NH2:30][CH2:31][CH2:32][NH2:33], predict the reaction product. The product is: [NH2:30][CH2:31][CH2:32][NH:33][C:12]1[N:13]=[C:8]([C:3]2[CH:4]=[CH:5][CH:6]=[CH:7][C:2]=2[Cl:1])[C:9]2[CH:21]=[CH:20][C:19](=[O:22])[N:18]([C:23]3[CH:28]=[CH:27][CH:26]=[CH:25][C:24]=3[Cl:29])[C:10]=2[N:11]=1.